This data is from Reaction yield outcomes from USPTO patents with 853,638 reactions. The task is: Predict the reaction yield, written as a fraction of the theoretical maximum amount of product (1.0 means a 100% yield; for example, 0.34 means a 34% yield). The reactants are [Br:1][C:2]1[CH:3]=[N:4][CH:5]=[C:6]([CH:10]=1)C(O)=O.C1C=CC(P(N=[N+]=[N-])(C2C=CC=CC=2)=[O:18])=CC=1.C([N:30]([CH2:33]C)CC)C.[CH2:35]([OH:37])[CH3:36]. No catalyst specified. The product is [Br:1][C:2]1[CH:10]=[C:6]([NH:30][C:33](=[O:18])[O:37][CH2:35][CH3:36])[CH:5]=[N:4][CH:3]=1. The yield is 0.190.